This data is from Forward reaction prediction with 1.9M reactions from USPTO patents (1976-2016). The task is: Predict the product of the given reaction. (1) Given the reactants [F:1][C:2]([F:20])([F:19])[C:3]([N:5]1[CH2:14][CH2:13][C:12]2[C:7](=[CH:8][C:9]([S:15](Cl)(=[O:17])=[O:16])=[CH:10][CH:11]=2)[CH2:6]1)=[O:4].Cl.[CH3:22][NH:23][CH3:24].C(N(CC)CC)C, predict the reaction product. The product is: [CH3:22][N:23]([CH3:24])[S:15]([C:9]1[CH:8]=[C:7]2[C:12]([CH2:13][CH2:14][N:5]([C:3](=[O:4])[C:2]([F:20])([F:19])[F:1])[CH2:6]2)=[CH:11][CH:10]=1)(=[O:17])=[O:16]. (2) Given the reactants [Br:1][C:2]1[C:3](F)=[C:4]2[C:10]([NH:11][C:12](=[O:20])[C:13]3[CH:18]=[CH:17][C:16]([CH3:19])=[N:15][CH:14]=3)=[CH:9][NH:8][C:5]2=[N:6][CH:7]=1.[NH:22]1[CH2:27][CH2:26][CH2:25][C@@H:24]([NH:28][C:29](=[O:35])[O:30][C:31]([CH3:34])([CH3:33])[CH3:32])[CH2:23]1, predict the reaction product. The product is: [Br:1][C:2]1[C:3]([N:22]2[CH2:27][CH2:26][CH2:25][C@@H:24]([NH:28][C:29](=[O:35])[O:30][C:31]([CH3:33])([CH3:32])[CH3:34])[CH2:23]2)=[C:4]2[C:10]([NH:11][C:12](=[O:20])[C:13]3[CH:18]=[CH:17][C:16]([CH3:19])=[N:15][CH:14]=3)=[CH:9][NH:8][C:5]2=[N:6][CH:7]=1.